From a dataset of Full USPTO retrosynthesis dataset with 1.9M reactions from patents (1976-2016). Predict the reactants needed to synthesize the given product. (1) Given the product [CH:9]1([O:8][C:5]2[CH:4]=[CH:3][C:2]([C:17]#[N:18])=[N:7][CH:6]=2)[CH2:15][CH2:14][CH2:13][CH2:12][CH2:11][CH2:10]1, predict the reactants needed to synthesize it. The reactants are: Cl[C:2]1[N:7]=[CH:6][C:5]([O:8][CH:9]2[CH2:15][CH2:14][CH2:13][CH2:12][CH2:11][CH2:10]2)=[CH:4][CH:3]=1.[Cu][C:17]#[N:18].CN1C(=O)CCC1.O. (2) Given the product [C:12]([O:16][C:17]([N:19]1[CH:23]=[CH:22][CH:21]=[C:20]1[C:2]1[CH:7]=[C:6]([CH2:8][CH3:9])[CH:5]=[CH:4][C:3]=1[O:10][CH3:11])=[O:18])([CH3:15])([CH3:13])[CH3:14], predict the reactants needed to synthesize it. The reactants are: Br[C:2]1[CH:7]=[C:6]([CH2:8][CH3:9])[CH:5]=[CH:4][C:3]=1[O:10][CH3:11].[C:12]([O:16][C:17]([N:19]1[CH:23]=[CH:22][CH:21]=[C:20]1B(O)O)=[O:18])([CH3:15])([CH3:14])[CH3:13].C(=O)([O-])[O-].[Na+].[Na+]. (3) Given the product [CH3:16][N:9]1[C:10]2[C:5](=[CH:4][C:3]([O:2][CH3:1])=[C:12]([CH:13]=[O:14])[CH:11]=2)[CH2:6][CH2:7][C:8]1=[O:15], predict the reactants needed to synthesize it. The reactants are: [CH3:1][O:2][C:3]1[CH:4]=[C:5]2[C:10](=[CH:11][C:12]=1[CH:13]=[O:14])[NH:9][C:8](=[O:15])[CH2:7][CH2:6]2.[CH3:16]C(C)([O-])C.[K+].COS(OC)(=O)=O. (4) Given the product [CH3:1][C@@H:2]1[CH2:7][O:6][CH2:5][CH2:4][N:3]1[CH2:8][C:11]1[N:10]([C:12]2[CH:19]=[CH:18][C:15]([C:16]#[N:17])=[C:14]([C:20]([F:21])([F:22])[F:23])[CH:13]=2)[N:30]=[N:29][N:28]=1, predict the reactants needed to synthesize it. The reactants are: [CH3:1][C@@H:2]1[CH2:7][O:6][CH2:5][CH2:4][NH:3]1.[CH2:8]=O.[N+:10]([C:12]1[CH:19]=[CH:18][C:15]([C:16]#[N:17])=[C:14]([C:20]([F:23])([F:22])[F:21])[CH:13]=1)#[C-:11].C[Si]([N:28]=[N+:29]=[N-:30])(C)C. (5) Given the product [O:31]1[C:30]2[CH:34]=[CH:35][C:27]([C:24]3([C:22]([NH:21][C:18]4[CH:19]=[CH:20][C:15]([CH:6]([N:39]5[CH2:40][CH2:41][C@@H:37]([OH:36])[CH2:38]5)[C:7]5[CH:12]=[CH:11][CH:10]=[CH:9][C:8]=5[O:13][CH3:14])=[CH:16][N:17]=4)=[O:23])[CH2:26][CH2:25]3)=[CH:28][C:29]=2[O:33][CH2:32]1, predict the reactants needed to synthesize it. The reactants are: CS(O[CH:6]([C:15]1[CH:16]=[N:17][C:18]([NH:21][C:22]([C:24]2([C:27]3[CH:35]=[CH:34][C:30]4[O:31][CH2:32][O:33][C:29]=4[CH:28]=3)[CH2:26][CH2:25]2)=[O:23])=[CH:19][CH:20]=1)[C:7]1[CH:12]=[CH:11][CH:10]=[CH:9][C:8]=1[O:13][CH3:14])(=O)=O.[OH:36][C@@H:37]1[CH2:41][CH2:40][NH:39][CH2:38]1.